This data is from Reaction yield outcomes from USPTO patents with 853,638 reactions. The task is: Predict the reaction yield, written as a fraction of the theoretical maximum amount of product (1.0 means a 100% yield; for example, 0.34 means a 34% yield). The yield is 0.940. The product is [F:19][C:16]([F:17])([F:18])[C:15]([C:12]1[N:11]=[C:10]([CH2:28][CH2:29][CH3:30])[C:9]([OH:8])=[CH:14][CH:13]=1)([O:24][CH2:25][O:26][CH3:27])[C:20]([F:23])([F:22])[F:21]. The reactants are C([O:8][C:9]1[C:10]([CH2:28][CH2:29][CH3:30])=[N:11][C:12]([C:15]([O:24][CH2:25][O:26][CH3:27])([C:20]([F:23])([F:22])[F:21])[C:16]([F:19])([F:18])[F:17])=[CH:13][CH:14]=1)C1C=CC=CC=1. The catalyst is C(O)C.[C].[Pd].